Task: Predict the reaction yield, written as a fraction of the theoretical maximum amount of product (1.0 means a 100% yield; for example, 0.34 means a 34% yield).. Dataset: Reaction yield outcomes from USPTO patents with 853,638 reactions (1) The reactants are O[CH2:2][C:3]([C:5]1[CH:10]=[CH:9][CH:8]=[CH:7][CH:6]=1)=[O:4].CO[C:13]1N=[C:17]([CH:19]=O)[CH:16]=[CH:15][CH:14]=1.O([CH3:23])[Na]. The catalyst is C1COCC1. The product is [C:13]1([CH:23]=[CH:2][C:3]([C:5]2[CH:10]=[CH:9][CH:8]=[CH:7][CH:6]=2)=[O:4])[CH:19]=[CH:17][CH:16]=[CH:15][CH:14]=1. The yield is 0.300. (2) The reactants are [NH2:1][C:2]1[CH:9]=[CH:8][CH:7]=[C:6]([O:10][CH2:11][C@H:12]2[CH2:16][CH2:15][CH2:14][N:13]2[C:17](=[O:21])[CH2:18][CH2:19][CH3:20])[C:3]=1[C:4]#[N:5].[S:22](Cl)(=[O:25])(=[O:24])[NH2:23]. The catalyst is C(#N)C. The product is [NH2:5][C:4]1[C:3]2[C:6]([O:10][CH2:11][C@H:12]3[CH2:16][CH2:15][CH2:14][N:13]3[C:17](=[O:21])[CH2:18][CH2:19][CH3:20])=[CH:7][CH:8]=[CH:9][C:2]=2[NH:1][S:22](=[O:25])(=[O:24])[N:23]=1. The yield is 0.350. (3) The reactants are [NH2:1][CH:2]1[C:11]2[N:10]=[CH:9][CH:8]=[CH:7][C:6]=2[CH2:5][CH2:4][CH2:3]1.[C:12]([C:14]1[CH:21]=[CH:20][C:17]([CH:18]=O)=[CH:16][CH:15]=1)#[N:13].C(O[BH-](OC(=O)C)OC(=O)C)(=O)C.[Na+]. The catalyst is ClCCl. The product is [N:10]1[C:11]2[CH:2]([NH:1][CH2:18][C:17]3[CH:20]=[CH:21][C:14]([C:12]#[N:13])=[CH:15][CH:16]=3)[CH2:3][CH2:4][CH2:5][C:6]=2[CH:7]=[CH:8][CH:9]=1. The yield is 0.720. (4) The reactants are [CH3:1][O:2][C:3]1[C:19]([O:20][CH3:21])=[C:18]([O:22][CH3:23])[CH:17]=[C:16]([CH3:24])[C:4]=1[C:5]([C:7]1[C:8]([F:15])=[N:9][CH:10]=[C:11]([CH3:14])[C:12]=1I)=[O:6].[C:25](=O)([O-])[O-].[K+].[K+].CB1OB(C)OB(C)O1. The catalyst is C1C=CC([P]([Pd]([P](C2C=CC=CC=2)(C2C=CC=CC=2)C2C=CC=CC=2)([P](C2C=CC=CC=2)(C2C=CC=CC=2)C2C=CC=CC=2)[P](C2C=CC=CC=2)(C2C=CC=CC=2)C2C=CC=CC=2)(C2C=CC=CC=2)C2C=CC=CC=2)=CC=1.O1CCOCC1. The product is [CH3:1][O:2][C:3]1[C:19]([O:20][CH3:21])=[C:18]([O:22][CH3:23])[CH:17]=[C:16]([CH3:24])[C:4]=1[C:5]([C:7]1[C:8]([F:15])=[N:9][CH:10]=[C:11]([CH3:14])[C:12]=1[CH3:25])=[O:6]. The yield is 0.700. (5) The reactants are [OH:1][C:2]1[CH:3]=[CH:4][C:5]2[C:9]([O:10][C:11]3[CH:16]=[CH:15][C:14](/[CH:17]=[CH:18]/[C:19]([O:21][C:22]([CH3:25])([CH3:24])[CH3:23])=[O:20])=[CH:13][CH:12]=3)=[C:8]([C:26]3[CH:31]=[CH:30][CH:29]=[CH:28][C:27]=3[CH:32]([CH3:34])[CH3:33])[S:7][C:6]=2[CH:35]=1.Cl[CH2:37][N:38]1[C:42](=[O:43])[C:41]2[CH:44]=[CH:45][CH:46]=[CH:47][C:40]=2[S:39]1(=[O:49])=[O:48].C(=O)([O-])[O-].[K+].[K+].[I-].[K+]. The catalyst is CC(C)=O. The product is [O:48]=[S:39]1(=[O:49])[C:40]2[CH:47]=[CH:46][CH:45]=[CH:44][C:41]=2[C:42](=[O:43])[N:38]1[CH2:37][O:1][C:2]1[CH:3]=[CH:4][C:5]2[C:9]([O:10][C:11]3[CH:12]=[CH:13][C:14](/[CH:17]=[CH:18]/[C:19]([O:21][C:22]([CH3:25])([CH3:24])[CH3:23])=[O:20])=[CH:15][CH:16]=3)=[C:8]([C:26]3[CH:31]=[CH:30][CH:29]=[CH:28][C:27]=3[CH:32]([CH3:33])[CH3:34])[S:7][C:6]=2[CH:35]=1. The yield is 0.710.